This data is from TCR-epitope binding with 47,182 pairs between 192 epitopes and 23,139 TCRs. The task is: Binary Classification. Given a T-cell receptor sequence (or CDR3 region) and an epitope sequence, predict whether binding occurs between them. (1) The epitope is KLNVGDYFV. The TCR CDR3 sequence is CASSLVVGVPFTDTQYF. Result: 1 (the TCR binds to the epitope). (2) The epitope is TTLPVNVAF. The TCR CDR3 sequence is CASSQEVFSYNEQFF. Result: 1 (the TCR binds to the epitope). (3) The epitope is VTEHDTLLY. The TCR CDR3 sequence is CASSLILAPSSYNEQFF. Result: 0 (the TCR does not bind to the epitope). (4) The epitope is SSNVANYQK. The TCR CDR3 sequence is CASSYSPLNTEAFF. Result: 0 (the TCR does not bind to the epitope).